This data is from Full USPTO retrosynthesis dataset with 1.9M reactions from patents (1976-2016). The task is: Predict the reactants needed to synthesize the given product. Given the product [CH3:1][S:2][C:3]1[N:8]=[C:7]([OH:21])[CH:6]=[C:5]([C:10]2[CH:15]=[CH:14][CH:13]=[C:12]([C:16]([F:19])([F:18])[F:17])[CH:11]=2)[N:4]=1, predict the reactants needed to synthesize it. The reactants are: [CH3:1][S:2][C:3]1[N:8]=[C:7](N)[CH:6]=[C:5]([C:10]2[CH:15]=[CH:14][CH:13]=[C:12]([C:16]([F:19])([F:18])[F:17])[CH:11]=2)[N:4]=1.N([O-])=[O:21].[Na+].